Dataset: Reaction yield outcomes from USPTO patents with 853,638 reactions. Task: Predict the reaction yield, written as a fraction of the theoretical maximum amount of product (1.0 means a 100% yield; for example, 0.34 means a 34% yield). (1) The reactants are [Br:1]Br.[NH:3]1[C:12]2[C:7](=[CH:8][CH:9]=[CH:10][CH:11]=2)[N:6]=[CH:5][C:4]1=[O:13]. The catalyst is C(O)(=O)C. The product is [Br:1][C:10]1[CH:11]=[C:12]2[C:7]([N:6]=[CH:5][C:4](=[O:13])[NH:3]2)=[CH:8][CH:9]=1. The yield is 0.730. (2) The reactants are [OH:1][C@@H:2]([CH2:8]O)[CH2:3][C:4]([O:6][CH3:7])=[O:5].C1C=CC(P(C2C=CC=CC=2)C2C=CC=CC=2)=CC=1.C1C(=O)N([Cl:36])C(=O)C1. The catalyst is C(Cl)Cl. The product is [Cl:36][CH2:8][C@H:2]([OH:1])[CH2:3][C:4]([O:6][CH3:7])=[O:5]. The yield is 0.260.